From a dataset of Experimental lipophilicity measurements (octanol/water distribution) for 4,200 compounds from AstraZeneca. Regression/Classification. Given a drug SMILES string, predict its absorption, distribution, metabolism, or excretion properties. Task type varies by dataset: regression for continuous measurements (e.g., permeability, clearance, half-life) or binary classification for categorical outcomes (e.g., BBB penetration, CYP inhibition). For this dataset (lipophilicity_astrazeneca), we predict Y. (1) The drug is CNC(=O)c1cc(C(=O)c2ccc(Cl)cc2)c(Br)[nH]1. The Y is 3.10 logD. (2) The molecule is Cc1c(Cl)ccc(OC2CCN(C[C@H](O)CNC(=O)c3c[nH]c(=O)cc3C(F)(F)F)CC2)c1Cl. The Y is 3.14 logD. (3) The molecule is O=C(N[C@H](CO)[C@H](O)c1ccc([N+](=O)[O-])cc1)C(Cl)Cl. The Y is 1.15 logD.